This data is from Full USPTO retrosynthesis dataset with 1.9M reactions from patents (1976-2016). The task is: Predict the reactants needed to synthesize the given product. (1) The reactants are: [Br:1][C:2]1[CH:7]=[CH:6][CH:5]=[C:4](F)[N:3]=1.[O:9]1[CH2:14][CH2:13][CH:12]([C@@H:15]([NH2:17])[CH3:16])[CH2:11][CH2:10]1.CCN(C(C)C)C(C)C.CS(C)=O. Given the product [Br:1][C:2]1[N:3]=[C:4]([NH:17][C@H:15]([CH:12]2[CH2:13][CH2:14][O:9][CH2:10][CH2:11]2)[CH3:16])[CH:5]=[CH:6][CH:7]=1, predict the reactants needed to synthesize it. (2) Given the product [NH2:27][C:28]1[CH:33]=[CH:32][C:31]([C:2]2[CH:3]=[C:4]([C:14]([NH:16][CH2:17][C:18]3[C:19](=[O:26])[NH:20][C:21]([CH3:25])=[CH:22][C:23]=3[CH3:24])=[O:15])[C:5]3[CH:10]=[N:9][N:8]([CH:11]([CH3:13])[CH3:12])[C:6]=3[N:7]=2)=[CH:30][CH:29]=1, predict the reactants needed to synthesize it. The reactants are: Cl[C:2]1[CH:3]=[C:4]([C:14]([NH:16][CH2:17][C:18]2[C:19](=[O:26])[NH:20][C:21]([CH3:25])=[CH:22][C:23]=2[CH3:24])=[O:15])[C:5]2[CH:10]=[N:9][N:8]([CH:11]([CH3:13])[CH3:12])[C:6]=2[N:7]=1.[NH2:27][C:28]1[CH:33]=[CH:32][C:31](B(O)O)=[CH:30][CH:29]=1.C(=O)(O)[O-].[Na+].C(Cl)Cl.CO. (3) Given the product [ClH:32].[CH3:1][N:2]1[C:6]2[CH:7]=[CH:8][C:9]([C:11]3[CH:31]=[CH:30][C:14]([C:15]([N:17]4[CH2:22][CH2:21][NH:20][CH2:19][CH2:18]4)=[O:16])=[CH:13][CH:12]=3)=[CH:10][C:5]=2[NH:4][NH:3]1, predict the reactants needed to synthesize it. The reactants are: [CH3:1][N:2]1[C:6]2[CH:7]=[CH:8][C:9]([C:11]3[CH:31]=[CH:30][C:14]([C:15]([N:17]4[CH2:22][CH2:21][N:20](C(OC(C)(C)C)=O)[CH2:19][CH2:18]4)=[O:16])=[CH:13][CH:12]=3)=[CH:10][C:5]=2[NH:4][NH:3]1.[ClH:32]. (4) Given the product [C:37]([C:36]1[C:32]([NH:31][C:26]([CH2:25][NH:24][C:22](=[O:23])[C:21]2[CH:20]=[CH:19][C:18]([S:15](=[O:17])(=[O:16])[NH:14][C:9]3[CH:10]=[CH:11][CH:12]=[CH:13][C:8]=3[O:1][C:2]3[CH:7]=[CH:6][CH:5]=[CH:4][CH:3]=3)=[CH:30][CH:29]=2)=[O:28])=[N:33][NH:34][CH:35]=1)#[N:38], predict the reactants needed to synthesize it. The reactants are: [O:1]([C:8]1[CH:13]=[CH:12][CH:11]=[CH:10][C:9]=1[NH:14][S:15]([C:18]1[CH:30]=[CH:29][C:21]([C:22]([NH:24][CH2:25][C:26]([OH:28])=O)=[O:23])=[CH:20][CH:19]=1)(=[O:17])=[O:16])[C:2]1[CH:7]=[CH:6][CH:5]=[CH:4][CH:3]=1.[NH2:31][C:32]1[C:36]([C:37]#[N:38])=[CH:35][NH:34][N:33]=1. (5) Given the product [ClH:30].[OH:27][C@H:18]([CH2:19][O:20][C:21]1[CH:22]=[CH:23][CH:24]=[CH:25][CH:26]=1)[CH2:17][NH:16][C@H:12]([CH2:13][O:14][CH3:15])[CH2:11][C:8]1[CH:9]=[CH:10][C:5]([OH:4])=[CH:6][CH:7]=1, predict the reactants needed to synthesize it. The reactants are: COC[O:4][C:5]1[CH:10]=[CH:9][C:8]([CH2:11][C@H:12]([NH:16][CH2:17][C@H:18]([OH:27])[CH2:19][O:20][C:21]2[CH:26]=[CH:25][CH:24]=[CH:23][CH:22]=2)[CH2:13][O:14][CH3:15])=[CH:7][CH:6]=1.CO.[ClH:30].